Dataset: CYP1A2 inhibition data for predicting drug metabolism from PubChem BioAssay. Task: Regression/Classification. Given a drug SMILES string, predict its absorption, distribution, metabolism, or excretion properties. Task type varies by dataset: regression for continuous measurements (e.g., permeability, clearance, half-life) or binary classification for categorical outcomes (e.g., BBB penetration, CYP inhibition). Dataset: cyp1a2_veith. The result is 0 (non-inhibitor). The molecule is O=C1c2ccccc2C(=O)N1CCCCN(C(=O)c1ccc([N+](=O)[O-])cc1)c1ccc(Cl)cc1.